This data is from Full USPTO retrosynthesis dataset with 1.9M reactions from patents (1976-2016). The task is: Predict the reactants needed to synthesize the given product. (1) Given the product [O:27]1[C:36]2[C:31](=[CH:32][CH:33]=[CH:34][CH:35]=2)[CH:30]([NH:37][C:8]2[CH:7]=[CH:6][C:5]3[C:10](=[CH:11][CH:12]=[CH:13][C:4]=3[NH:1][S:23]([C:18]3[CH:17]=[C:16]([F:15])[CH:21]=[C:20]([F:22])[CH:19]=3)(=[O:25])=[O:24])[N:9]=2)[CH2:29][CH2:28]1, predict the reactants needed to synthesize it. The reactants are: [N+:1]([C:4]1[CH:13]=[CH:12][CH:11]=[C:10]2[C:5]=1[CH:6]=[CH:7][C:8](Cl)=[N:9]2)([O-])=O.[F:15][C:16]1[CH:17]=[C:18]([S:23](Cl)(=[O:25])=[O:24])[CH:19]=[C:20]([F:22])[CH:21]=1.[O:27]1[C:36]2[C:31](=[CH:32][CH:33]=[CH:34][CH:35]=2)[CH:30]([NH2:37])[CH2:29][CH2:28]1. (2) Given the product [CH3:25][C:23]([O:26][C:27]([N:29]([C:47]([O:49][C:50]([CH3:53])([CH3:52])[CH3:51])=[O:48])[N:30]([C:38]1[C:43]([F:44])=[C:42]([N:6]2[CH2:7][C:4]([CH3:3])([N:8]3[CH2:12][CH2:11][CH2:10][CH2:9]3)[CH2:5]2)[N:41]=[C:40]([Cl:46])[N:39]=1)[C:31]([O:33][C:34]([CH3:35])([CH3:36])[CH3:37])=[O:32])=[O:28])([CH3:22])[CH3:24], predict the reactants needed to synthesize it. The reactants are: Cl.Cl.[CH3:3][C:4]1([N:8]2[CH2:12][CH2:11][CH2:10][CH2:9]2)[CH2:7][NH:6][CH2:5]1.CCN(C(C)C)C(C)C.[CH3:22][C:23]([O:26][C:27]([N:29]([C:47]([O:49][C:50]([CH3:53])([CH3:52])[CH3:51])=[O:48])[N:30]([C:38]1[C:43]([F:44])=[C:42](Cl)[N:41]=[C:40]([Cl:46])[N:39]=1)[C:31]([O:33][C:34]([CH3:37])([CH3:36])[CH3:35])=[O:32])=[O:28])([CH3:25])[CH3:24]. (3) Given the product [CH3:23][C:13]1[CH:18]=[CH:17][C:16]([S:19]([O:10][CH2:9][CH:8]([CH:7]2[O:6][C:5](=[O:12])[NH:4][C@@H:3]2[CH2:2][O:1][S:19]([C:27]2[CH:29]=[CH:18][C:13]([CH3:23])=[CH:14][CH:15]=2)(=[O:21])=[O:20])[CH3:11])(=[O:21])=[O:20])=[CH:15][CH:14]=1, predict the reactants needed to synthesize it. The reactants are: [OH:1][CH2:2][C@@H:3]1[CH:7]([CH:8]([CH3:11])[CH2:9][OH:10])[O:6][C:5](=[O:12])[NH:4]1.[C:13]1([CH3:23])[CH:18]=[CH:17][C:16]([S:19](Cl)(=[O:21])=[O:20])=[CH:15][CH:14]=1.CCO[C:27]([CH3:29])=O. (4) Given the product [CH2:37]([C:41]1[CH:42]=[CH:43][C:44]([NH:51][S:52]([C:55]2[CH:60]=[CH:59][CH:58]=[C:57]([C:61]([N:63]3[CH2:64][CH2:65][N:66]([C:69]4[CH:74]=[CH:73][CH:72]=[CH:71][C:70]=4[O:75][CH3:76])[CH2:67][CH2:68]3)=[O:62])[CH:56]=2)(=[O:54])=[O:53])=[C:45]([CH:50]=1)[C:46]([O:48][CH3:49])=[O:47])[CH2:38][CH2:39][CH3:40].[CH2:37]([C:41]1[CH:42]=[CH:43][C:44]([NH:51][S:52]([C:55]2[CH:60]=[CH:59][CH:58]=[C:57]([C:61]([N:63]3[CH2:64][CH2:65][N:66]([C:69]4[CH:74]=[CH:73][CH:72]=[CH:71][C:70]=4[O:75][CH3:76])[CH2:67][CH2:68]3)=[O:62])[CH:56]=2)(=[O:54])=[O:53])=[C:45]([CH:50]=1)[C:46]([OH:48])=[O:47])[CH2:38][CH2:39][CH3:40], predict the reactants needed to synthesize it. The reactants are: BrC1C=CC=CC=1OC.C(C1C=CC(NS(C2C=C(C=CC=2)C(O)=O)(=O)=O)=C(C(OC)=O)C=1)CCC.[CH2:37]([C:41]1[CH:42]=[CH:43][C:44]([NH:51][S:52]([C:55]2[CH:60]=[CH:59][CH:58]=[C:57]([C:61]([N:63]3[CH2:68][CH2:67][N:66]([C:69]4[CH:74]=[CH:73][CH:72]=[CH:71][C:70]=4[O:75][CH3:76])[CH2:65][CH2:64]3)=[O:62])[CH:56]=2)(=[O:54])=[O:53])=[C:45]([CH:50]=1)[C:46]([O:48][CH3:49])=[O:47])[CH2:38][CH2:39][CH3:40]. (5) Given the product [CH2:1]([O:8][CH2:9][CH2:10][CH2:11][CH2:12][C@H:13]([N:14]([CH2:15][CH2:16][CH:17]([CH3:19])[CH3:18])[S:20]([C:23]1[CH:28]=[CH:27][C:26]([CH2:29][OH:30])=[CH:25][CH:24]=1)(=[O:22])=[O:21])[CH2:33][OH:34])[C:2]1[CH:3]=[CH:4][CH:5]=[CH:6][CH:7]=1, predict the reactants needed to synthesize it. The reactants are: [CH2:1]([O:8][CH2:9][CH2:10][CH2:11][CH2:12][C@@H:13]([C:33](OC)=[O:34])[N:14]([S:20]([C:23]1[CH:28]=[CH:27][C:26]([C:29](OC)=[O:30])=[CH:25][CH:24]=1)(=[O:22])=[O:21])[CH2:15][CH2:16][CH:17]([CH3:19])[CH3:18])[C:2]1[CH:7]=[CH:6][CH:5]=[CH:4][CH:3]=1.[H-].[H-].[H-].[H-].[Li+].[Al+3].O.[OH-].[Na+]. (6) Given the product [F:16][C:2]([F:1])([C:6]1[CH:7]=[C:8]2[C:13](=[CH:14][CH:15]=1)[N:12]=[CH:11][CH:10]=[CH:9]2)[C:3]([N:28]1[N:29]=[C:24]([C:22]2[CH:21]=[N:20][N:19]([CH3:18])[CH:23]=2)[CH:25]=[CH:26]/[C:27]/1=[N:30]\[NH:31][C:32]([O:34][C:35]([CH3:38])([CH3:37])[CH3:36])=[O:33])=[O:5], predict the reactants needed to synthesize it. The reactants are: [F:1][C:2]([F:16])([C:6]1[CH:7]=[C:8]2[C:13](=[CH:14][CH:15]=1)[N:12]=[CH:11][CH:10]=[CH:9]2)[C:3]([O-:5])=O.[Na+].[CH3:18][N:19]1[CH:23]=[C:22]([C:24]2[N:29]=[N:28][C:27]([NH:30][NH:31][C:32]([O:34][C:35]([CH3:38])([CH3:37])[CH3:36])=[O:33])=[CH:26][CH:25]=2)[CH:21]=[N:20]1.N1C=CN=C1.S(Cl)(Cl)=O. (7) Given the product [C:36]([Si:39]([O:29][CH:25]([CH2:24][CH2:23][CH:12]1[CH:11]([S:8]([C:5]2[CH:4]=[CH:3][C:2]([Cl:1])=[CH:7][CH:6]=2)(=[O:9])=[O:10])[C:20]2[C:15](=[C:16]([F:22])[CH:17]=[CH:18][C:19]=2[F:21])[O:14][CH2:13]1)[CH2:26][CH:27]=[CH2:28])([CH3:41])[CH3:40])([CH3:38])([CH3:37])[CH3:35], predict the reactants needed to synthesize it. The reactants are: [Cl:1][C:2]1[CH:7]=[CH:6][C:5]([S:8]([CH:11]2[C:20]3[C:15](=[C:16]([F:22])[CH:17]=[CH:18][C:19]=3[F:21])[O:14][CH2:13][CH:12]2[CH2:23][CH2:24][CH:25]([OH:29])[CH2:26][CH:27]=[CH2:28])(=[O:10])=[O:9])=[CH:4][CH:3]=1.N1C=CN=C1.[CH3:35][C:36]([Si:39](Cl)([CH3:41])[CH3:40])([CH3:38])[CH3:37].